From a dataset of Forward reaction prediction with 1.9M reactions from USPTO patents (1976-2016). Predict the product of the given reaction. (1) Given the reactants [CH3:1][N:2]([CH3:32])[C:3](=[O:31])[CH2:4][N:5]([C@@H:25]1[CH2:30][CH2:29][CH2:28][NH:27][CH2:26]1)[C:6]1[C:7]2[CH:14]=[CH:13][N:12]([S:15]([C:18]3[CH:24]=[CH:23][C:21]([CH3:22])=[CH:20][CH:19]=3)(=[O:17])=[O:16])[C:8]=2[N:9]=[CH:10][N:11]=1.CCN=C=NCCCN(C)C.C1C=CC2N(O)N=NC=2C=1.[Cl:54][C:55]1[CH:56]=[C:57]([NH:62][CH2:63][C:64](O)=[O:65])[CH:58]=[C:59]([Cl:61])[CH:60]=1.CCN(C(C)C)C(C)C, predict the reaction product. The product is: [Cl:54][C:55]1[CH:56]=[C:57]([NH:62][CH2:63][C:64]([N:27]2[CH2:28][CH2:29][CH2:30][C@@H:25]([N:5]([C:6]3[C:7]4[CH:14]=[CH:13][N:12]([S:15]([C:18]5[CH:19]=[CH:20][C:21]([CH3:22])=[CH:23][CH:24]=5)(=[O:17])=[O:16])[C:8]=4[N:9]=[CH:10][N:11]=3)[CH2:4][C:3]([N:2]([CH3:1])[CH3:32])=[O:31])[CH2:26]2)=[O:65])[CH:58]=[C:59]([Cl:61])[CH:60]=1. (2) Given the reactants [CH2:1]([O:8][CH2:9][C:10](=[N:12][S:13]([C:15]([CH3:18])([CH3:17])[CH3:16])=[O:14])[CH3:11])[C:2]1[CH:7]=[CH:6][CH:5]=[CH:4][CH:3]=1.[F-].[Cs+].C[Si]([C:25]#[N:26])(C)C.[O-][Mn](=O)(=O)=O.[K+], predict the reaction product. The product is: [CH2:1]([O:8][CH2:9][C:10]([NH:12][S:13]([C:15]([CH3:18])([CH3:17])[CH3:16])=[O:14])([C:25]#[N:26])[CH3:11])[C:2]1[CH:7]=[CH:6][CH:5]=[CH:4][CH:3]=1. (3) Given the reactants CC1C=CN=CC=1N1CCNC1=O.[CH3:14][O:15][C:16](=[O:24])[C:17]1[CH:22]=[CH:21][C:20](Br)=[CH:19][CH:18]=1.N[C@@H]1CCCC[C@H]1N.C(=O)([O-])[O-].[K+].[K+], predict the reaction product. The product is: [CH3:14][O:15][C:16](=[O:24])[C:17]1[CH:22]=[CH:21][CH:20]=[CH:19][CH:18]=1. (4) Given the reactants [C:1]([C:3]1[CH:4]=[C:5](B(O)O)[CH:6]=[CH:7][CH:8]=1)#[N:2].[Cl:12][C:13]1[N:18]=[CH:17][C:16]([CH2:19][N+:20]2[C:25]([O-:26])=[C:24](I)[C:23](=[O:28])[N:22]3[CH:29]=[CH:30][CH:31]=[CH:32][C:21]=23)=[CH:15][CH:14]=1.F[B-](F)(F)F.C([PH+](C(C)(C)C)C(C)(C)C)(C)(C)C.C(=O)([O-])[O-].[Cs+].[Cs+], predict the reaction product. The product is: [Cl:12][C:13]1[N:18]=[CH:17][C:16]([CH2:19][N+:20]2[C:25]([O-:26])=[C:24]([C:5]3[CH:6]=[CH:7][CH:8]=[C:3]([C:1]#[N:2])[CH:4]=3)[C:23](=[O:28])[N:22]3[CH:29]=[CH:30][CH:31]=[CH:32][C:21]=23)=[CH:15][CH:14]=1.